This data is from CYP2C9 inhibition data for predicting drug metabolism from PubChem BioAssay. The task is: Regression/Classification. Given a drug SMILES string, predict its absorption, distribution, metabolism, or excretion properties. Task type varies by dataset: regression for continuous measurements (e.g., permeability, clearance, half-life) or binary classification for categorical outcomes (e.g., BBB penetration, CYP inhibition). Dataset: cyp2c9_veith. (1) The compound is C[C@H]1CN(CCCn2c3ccccc3c3ccccc32)C[C@@H](C)N1. The result is 1 (inhibitor). (2) The molecule is N[C@@H](Cn1oc(=O)[nH]c1=O)C(=O)O. The result is 0 (non-inhibitor). (3) The compound is CCCCC(=O)Nc1cc(C(=O)NCCc2ccccc2)ccc1Cl. The result is 1 (inhibitor). (4) The molecule is O=c1cc(-c2ccc(O)cc2)oc2cc(O)cc(O)c12. The result is 0 (non-inhibitor). (5) The compound is COC(=O)c1cc(NS(=O)(=O)c2ccc(N3CCCCC3)c([N+](=O)[O-])c2)cc(C(=O)OC)c1. The result is 1 (inhibitor). (6) The molecule is O=C(COc1ccc2ccccc2c1)NNC(=O)Cc1cccc2ccccc12. The result is 0 (non-inhibitor). (7) The compound is CN1CCN(c2ncc3nc(-c4ccc(F)cc4)c(=O)n(C4CC4)c3n2)CC1. The result is 1 (inhibitor). (8) The molecule is c1ccc(CN2COc3c(ccc4c5c(ccc34)CN(Cc3ccccc3)CO5)C2)cc1. The result is 0 (non-inhibitor). (9) The molecule is OC[C@@H](O)CN1CCN(c2ccccc2)CC1. The result is 0 (non-inhibitor).